This data is from TCR-epitope binding with 47,182 pairs between 192 epitopes and 23,139 TCRs. The task is: Binary Classification. Given a T-cell receptor sequence (or CDR3 region) and an epitope sequence, predict whether binding occurs between them. (1) The epitope is ISDYDYYRY. The TCR CDR3 sequence is CASSLELAANSPLHF. Result: 1 (the TCR binds to the epitope). (2) The epitope is RQLLFVVEV. The TCR CDR3 sequence is CASSQDSTGTGGSPLHF. Result: 1 (the TCR binds to the epitope). (3) The epitope is FLRGRAYGL. The TCR CDR3 sequence is CASSPGLTDIQYF. Result: 0 (the TCR does not bind to the epitope). (4) The epitope is SSNVANYQK. The TCR CDR3 sequence is CASSTTTGGANTEAFF. Result: 0 (the TCR does not bind to the epitope). (5) The epitope is EILDITPCSF. The TCR CDR3 sequence is CASSQEGTSGMLYF. Result: 1 (the TCR binds to the epitope). (6) The epitope is LEPLVDLPI. The TCR CDR3 sequence is CASSLNPGGWTYNSPLHF. Result: 1 (the TCR binds to the epitope). (7) The epitope is YLNTLTLAV. The TCR CDR3 sequence is CASSLGQGEKLFF. Result: 1 (the TCR binds to the epitope). (8) The epitope is GLNKIVRMY. The TCR CDR3 sequence is CASSLGHSNGYTF. Result: 0 (the TCR does not bind to the epitope). (9) The epitope is FVDGVPFVV. The TCR CDR3 sequence is CASSSWGQETQYF. Result: 1 (the TCR binds to the epitope).